From a dataset of Full USPTO retrosynthesis dataset with 1.9M reactions from patents (1976-2016). Predict the reactants needed to synthesize the given product. (1) Given the product [Br:30][C:31]1[CH:39]=[CH:38][C:34]([C:35]([NH:47][CH2:46][CH2:45][C:44]([O:43][CH3:42])=[O:48])=[O:37])=[C:33]([F:40])[CH:32]=1, predict the reactants needed to synthesize it. The reactants are: CN(C(ON1N=NC2C=CC=NC1=2)=[N+](C)C)C.F[P-](F)(F)(F)(F)F.C1COCC1.[Br:30][C:31]1[CH:39]=[CH:38][C:34]([C:35]([OH:37])=O)=[C:33]([F:40])[CH:32]=1.Cl.[CH3:42][O:43][C:44](=[O:48])[CH2:45][CH2:46][NH2:47]. (2) Given the product [N:5]1[CH:6]=[CH:7][C:2]([S:1][CH2:32][C:15]2[N:16]=[C:17]([C:21]3[S:22][C:23]4[CH:31]=[CH:30][CH:29]=[CH:28][C:24]=4[C:25](=[O:27])[N:26]=3)[CH:18]=[CH:19][CH:20]=2)=[CH:3][CH:4]=1, predict the reactants needed to synthesize it. The reactants are: [SH:1][C:2]1[CH:7]=[CH:6][N:5]=[CH:4][CH:3]=1.[H-].[Na+].CS(O[C:15]1[CH:20]=[CH:19][CH:18]=[C:17]([C:21]2[S:22][C:23]3[CH:31]=[CH:30][CH:29]=[CH:28][C:24]=3[C:25](=[O:27])[N:26]=2)[N:16]=1)(=O)=O.[C:32](OCC)(=O)C.